This data is from Full USPTO retrosynthesis dataset with 1.9M reactions from patents (1976-2016). The task is: Predict the reactants needed to synthesize the given product. (1) Given the product [NH2:1][C:2]1[CH:3]=[CH:4][C:5]([C:8]2[CH:15]=[N:14][CH:13]=[C:12]3[NH:18][N:19]=[C:10]([NH2:11])[C:9]=23)=[CH:6][CH:7]=1, predict the reactants needed to synthesize it. The reactants are: [NH2:1][C:2]1[CH:7]=[CH:6][C:5]([C:8]2[CH:15]=[N:14][CH:13]=[C:12](Cl)[C:9]=2[C:10]#[N:11])=[CH:4][CH:3]=1.O.[NH2:18][NH2:19]. (2) Given the product [OH:26][C:23]1([C:2]2[CH:10]=[C:9]3[C:5]([CH:6]=[CH:7][N:8]3[CH:11]([CH3:13])[CH3:12])=[CH:4][CH:3]=2)[CH2:24][CH2:25][N:20]([CH3:19])[CH2:21][CH2:22]1, predict the reactants needed to synthesize it. The reactants are: Br[C:2]1[CH:10]=[C:9]2[C:5]([CH:6]=[CH:7][N:8]2[CH:11]([CH3:13])[CH3:12])=[CH:4][CH:3]=1.[Li]C(C)(C)C.[CH3:19][N:20]1[CH2:25][CH2:24][C:23](=[O:26])[CH2:22][CH2:21]1. (3) Given the product [I:10][C:6]1[CH:5]=[CH:4][N:3]=[C:2]2[S:22][C:21]([C:20]([O:19][CH2:17][CH3:18])=[O:23])=[CH:8][C:7]=12, predict the reactants needed to synthesize it. The reactants are: Cl[C:2]1[C:7]([CH:8]=O)=[C:6]([I:10])[CH:5]=[CH:4][N:3]=1.C(=O)([O-])[O-].[K+].[K+].[CH2:17]([O:19][C:20](=[O:23])[CH2:21][SH:22])[CH3:18]. (4) The reactants are: [F:1][CH:2]([F:33])[N:3]1[C:8](=[O:9])[CH:7]=[CH:6][C:5]([N:10]2[CH:14]=[C:13]([F:15])[C:12]([N:16]3[CH2:21][CH2:20][O:19][C@@:18]([C@@H:23]([OH:31])[C:24]([O:26]C(C)(C)C)=[O:25])([CH3:22])[C:17]3=[O:32])=[N:11]2)=[CH:4]1.FC(F)N1C(=O)C=CC(N2C=CC(N3CCO[C@@](C(O)C(OC(C)(C)C)=O)(C)C3=O)=N2)=C1. Given the product [F:33][CH:2]([F:1])[N:3]1[C:8](=[O:9])[CH:7]=[CH:6][C:5]([N:10]2[CH:14]=[C:13]([F:15])[C:12]([N:16]3[CH2:21][CH2:20][O:19][C@@:18]([C@@H:23]([OH:31])[C:24]([OH:26])=[O:25])([CH3:22])[C:17]3=[O:32])=[N:11]2)=[CH:4]1, predict the reactants needed to synthesize it. (5) The reactants are: Cl[C:2]1[C:7]([CH:8]([CH2:13][CH2:14][CH3:15])[C:9]([O:11][CH3:12])=[O:10])=[C:6]([CH3:16])[N:5]=[C:4]([C:17]2[CH:22]=[CH:21][CH:20]=[CH:19][CH:18]=2)[N:3]=1.C(N(CC)C(C)C)(C)C.[Cl:32][C:33]1[CH:38]=[CH:37][C:36](B(O)O)=[CH:35][CH:34]=1. Given the product [Cl:32][C:33]1[CH:38]=[CH:37][C:36]([C:2]2[C:7]([CH:8]([CH2:13][CH2:14][CH3:15])[C:9]([O:11][CH3:12])=[O:10])=[C:6]([CH3:16])[N:5]=[C:4]([C:17]3[CH:22]=[CH:21][CH:20]=[CH:19][CH:18]=3)[N:3]=2)=[CH:35][CH:34]=1, predict the reactants needed to synthesize it. (6) Given the product [OH:33][C:14]1([C:11]2[CH:10]=[CH:9][C:8]([O:7][CH2:2][C:3]([O:5][CH3:6])=[O:4])=[CH:13][CH:12]=2)[CH2:15][CH2:16][N:17]([C:20]2[CH:21]=[CH:22][C:23]3[N:24]([C:26]([C:29]([F:32])([F:31])[F:30])=[N:27][N:28]=3)[N:25]=2)[CH2:18][CH2:19]1, predict the reactants needed to synthesize it. The reactants are: Br[CH2:2][C:3]([O:5][CH3:6])=[O:4].[OH:7][C:8]1[CH:13]=[CH:12][C:11]([C:14]2([OH:33])[CH2:19][CH2:18][N:17]([C:20]3[CH:21]=[CH:22][C:23]4[N:24]([C:26]([C:29]([F:32])([F:31])[F:30])=[N:27][N:28]=4)[N:25]=3)[CH2:16][CH2:15]2)=[CH:10][CH:9]=1.C(=O)([O-])[O-].[K+].[K+]. (7) Given the product [C:16]([C:15]1[CH:18]=[CH:19][C:12]([N:4]2[CH2:5][CH2:6][NH:1][CH:2]([C:7]([O:9][CH3:10])=[O:8])[CH2:3]2)=[N:13][CH:14]=1)#[N:17], predict the reactants needed to synthesize it. The reactants are: [NH:1]1[CH2:6][CH2:5][NH:4][CH2:3][CH:2]1[C:7]([O:9][CH3:10])=[O:8].Cl[C:12]1[CH:19]=[CH:18][C:15]([C:16]#[N:17])=[CH:14][N:13]=1. (8) Given the product [CH3:27][N:28]([CH:30]=[C:10]1[CH2:9][CH2:8][CH2:7][C:6]2[CH:5]=[C:4]([N:14]3[CH2:18][C@H:17]([CH2:19][NH:20][C:21](=[O:23])[CH3:22])[O:16][C:15]3=[O:24])[CH:3]=[C:2]([F:1])[C:12]=2[C:11]1=[O:13])[CH3:29], predict the reactants needed to synthesize it. The reactants are: [F:1][C:2]1[C:12]2[C:11](=[O:13])[CH2:10][CH2:9][CH2:8][CH2:7][C:6]=2[CH:5]=[C:4]([N:14]2[CH2:18][C@H:17]([CH2:19][NH:20][C:21](=[O:23])[CH3:22])[O:16][C:15]2=[O:24])[CH:3]=1.CO[CH:27](OC)[N:28]([CH3:30])[CH3:29].